From a dataset of NCI-60 drug combinations with 297,098 pairs across 59 cell lines. Regression. Given two drug SMILES strings and cell line genomic features, predict the synergy score measuring deviation from expected non-interaction effect. (1) Drug 1: CC1CCC2CC(C(=CC=CC=CC(CC(C(=O)C(C(C(=CC(C(=O)CC(OC(=O)C3CCCCN3C(=O)C(=O)C1(O2)O)C(C)CC4CCC(C(C4)OC)OCCO)C)C)O)OC)C)C)C)OC. Drug 2: CN1C2=C(C=C(C=C2)N(CCCl)CCCl)N=C1CCCC(=O)O.Cl. Cell line: 786-0. Synergy scores: CSS=24.6, Synergy_ZIP=-2.78, Synergy_Bliss=4.39, Synergy_Loewe=-21.0, Synergy_HSA=2.43. (2) Drug 1: C1=CC=C(C=C1)NC(=O)CCCCCCC(=O)NO. Drug 2: CC1=C(N=C(N=C1N)C(CC(=O)N)NCC(C(=O)N)N)C(=O)NC(C(C2=CN=CN2)OC3C(C(C(C(O3)CO)O)O)OC4C(C(C(C(O4)CO)O)OC(=O)N)O)C(=O)NC(C)C(C(C)C(=O)NC(C(C)O)C(=O)NCCC5=NC(=CS5)C6=NC(=CS6)C(=O)NCCC[S+](C)C)O. Cell line: SK-MEL-5. Synergy scores: CSS=17.2, Synergy_ZIP=-5.70, Synergy_Bliss=0.721, Synergy_Loewe=-3.10, Synergy_HSA=2.43. (3) Drug 1: C1CCN(CC1)CCOC2=CC=C(C=C2)C(=O)C3=C(SC4=C3C=CC(=C4)O)C5=CC=C(C=C5)O. Drug 2: C1CNP(=O)(OC1)N(CCCl)CCCl. Cell line: K-562. Synergy scores: CSS=-14.8, Synergy_ZIP=2.10, Synergy_Bliss=-11.4, Synergy_Loewe=-22.3, Synergy_HSA=-17.7. (4) Drug 2: CC(C)NC(=O)C1=CC=C(C=C1)CNNC.Cl. Cell line: CAKI-1. Drug 1: CCC1(CC2CC(C3=C(CCN(C2)C1)C4=CC=CC=C4N3)(C5=C(C=C6C(=C5)C78CCN9C7C(C=CC9)(C(C(C8N6C=O)(C(=O)OC)O)OC(=O)C)CC)OC)C(=O)OC)O.OS(=O)(=O)O. Synergy scores: CSS=1.31, Synergy_ZIP=1.44, Synergy_Bliss=0.872, Synergy_Loewe=-4.06, Synergy_HSA=-0.469.